From a dataset of Catalyst prediction with 721,799 reactions and 888 catalyst types from USPTO. Predict which catalyst facilitates the given reaction. (1) Reactant: [CH3:1][O:2][C:3]1[CH:4]=[C:5]2[C:9](=[CH:10][CH:11]=1)[NH:8][C:7]([CH3:12])=[C:6]2[CH2:13][C:14]([NH:16][C@H:17]([C:20]([NH:22][C:23]1[CH:32]=[CH:31][C:30]2[C:25](=[CH:26][CH:27]=[CH:28][CH:29]=2)[CH:24]=1)=[O:21])[CH2:18][SH:19])=[O:15].I[CH2:34][CH2:35][CH2:36][C:37](=[O:39])[CH3:38].C([O-])([O-])=O.[K+].[K+].Cl. Product: [CH3:1][O:2][C:3]1[CH:4]=[C:5]2[C:9](=[CH:10][CH:11]=1)[NH:8][C:7]([CH3:12])=[C:6]2[CH2:13][C:14]([NH:16][C@H:17]([C:20]([NH:22][C:23]1[CH:32]=[CH:31][C:30]2[C:25](=[CH:26][CH:27]=[CH:28][CH:29]=2)[CH:24]=1)=[O:21])[CH2:18][S:19][CH2:34][CH2:35][CH2:36][C:37](=[O:39])[CH3:38])=[O:15]. The catalyst class is: 3. (2) Reactant: [CH:1]([NH:4][C:5]1[O:6][C:7]([C:10]2[CH:11]=[C:12]3[C:16](=[CH:17][CH:18]=2)[N:15]([S:19]([C:22]2[CH:28]=[CH:27][C:25]([CH3:26])=[CH:24][CH:23]=2)(=[O:21])=[O:20])[CH:14]=[C:13]3B2OC(C)(C)C(C)(C)O2)=[N:8][N:9]=1)([CH3:3])[CH3:2].Br[C:39]1[CH:47]=[CH:46][C:42]([C:43]([OH:45])=[O:44])=[CH:41][C:40]=1[F:48].O.C([O-])([O-])=O.[Na+].[Na+]. Product: [F:48][C:40]1[CH:41]=[C:42]([CH:46]=[CH:47][C:39]=1[C:13]1[C:12]2[C:16](=[CH:17][CH:18]=[C:10]([C:7]3[O:6][C:5]([NH:4][CH:1]([CH3:2])[CH3:3])=[N:9][N:8]=3)[CH:11]=2)[N:15]([S:19]([C:22]2[CH:28]=[CH:27][C:25]([CH3:26])=[CH:24][CH:23]=2)(=[O:21])=[O:20])[CH:14]=1)[C:43]([OH:45])=[O:44]. The catalyst class is: 104. (3) Reactant: [O:1]=[C:2]1[CH2:11][CH2:10][C:9]2[C:4](=[CH:5][C:6]([C:12]([O:14]CC)=[O:13])=[CH:7][CH:8]=2)[NH:3]1.[OH-].[Na+].Cl. Product: [O:1]=[C:2]1[CH2:11][CH2:10][C:9]2[C:4](=[CH:5][C:6]([C:12]([OH:14])=[O:13])=[CH:7][CH:8]=2)[NH:3]1. The catalyst class is: 1. (4) Reactant: [CH:1]1([C:4]2[N:5]=[C:6]3[C:12]([C:13](O)=[O:14])=[CH:11][N:10]([CH2:16][O:17][CH2:18][CH2:19][Si:20]([CH3:23])([CH3:22])[CH3:21])[C:7]3=[N:8][CH:9]=2)[CH2:3][CH2:2]1.Cl.[NH2:25][C@@H:26]([C:28]1([OH:33])[CH2:32][CH2:31][CH2:30][CH2:29]1)[CH3:27].C(Cl)CCl.C1C=CC2N(O)N=NC=2C=1.CCN(C(C)C)C(C)C. Product: [OH:33][C:28]1([C@H:26]([NH:25][C:13]([C:12]2[C:6]3[C:7](=[N:8][CH:9]=[C:4]([CH:1]4[CH2:2][CH2:3]4)[N:5]=3)[N:10]([CH2:16][O:17][CH2:18][CH2:19][Si:20]([CH3:23])([CH3:22])[CH3:21])[CH:11]=2)=[O:14])[CH3:27])[CH2:32][CH2:31][CH2:30][CH2:29]1. The catalyst class is: 3. (5) Reactant: [Cl:1][C:2]1[C:11]2[CH2:10][CH2:9][CH:8]([CH2:12][OH:13])[CH2:7][C:6]=2[N:5]=[CH:4][N:3]=1.[C:14](=O)([O-])[O-].[K+].[K+]. Product: [Cl:1][C:2]1[C:11]2[CH2:10][CH2:9][CH:8]([CH2:12][O:13][CH3:14])[CH2:7][C:6]=2[N:5]=[CH:4][N:3]=1. The catalyst class is: 1. (6) Reactant: [Cl:1][C:2]1[CH:3]=[C:4]([NH:9][C:10]2[N:22]=[CH:21][N:20]=[C:19]3[C:11]=2[C:12]2[CH:13]=[CH:14][C:15]4[C:16](=[CH:23][N:24]([CH2:26][CH2:27][OH:28])[N:25]=4)[C:17]=2[S:18]3)[CH:5]=[CH:6][C:7]=1[F:8].[CH3:29][S:30](O[S:30]([CH3:29])(=[O:32])=[O:31])(=[O:32])=[O:31].N1C=CC=CC=1. Product: [Cl:1][C:2]1[CH:3]=[C:4]([NH:9][C:10]2[N:22]=[CH:21][N:20]=[C:19]3[C:11]=2[C:12]2[CH:13]=[CH:14][C:15]4[C:16](=[CH:23][N:24]([CH2:26][CH2:27][O:28][S:30]([CH3:29])(=[O:32])=[O:31])[N:25]=4)[C:17]=2[S:18]3)[CH:5]=[CH:6][C:7]=1[F:8]. The catalyst class is: 10. (7) Reactant: [CH3:1][CH:2]1[CH2:7][NH:6][CH2:5][CH:4]([C:8]([O:10][CH3:11])=[O:9])[CH2:3]1.[F:12][C:13]1[CH:20]=[CH:19][CH:18]=[CH:17][C:14]=1[CH:15]=O.C(O[BH-](OC(=O)C)OC(=O)C)(=O)C.[Na+]. Product: [F:12][C:13]1[CH:20]=[CH:19][CH:18]=[CH:17][C:14]=1[CH2:15][N:6]1[CH2:7][CH:2]([CH3:1])[CH2:3][CH:4]([C:8]([O:10][CH3:11])=[O:9])[CH2:5]1. The catalyst class is: 676. (8) Reactant: Cl.Cl.[N:3]1([C:9]2[C:13]3[CH:14]=[N:15][CH:16]=[CH:17][C:12]=3[O:11][N:10]=2)[CH2:8][CH2:7][NH:6][CH2:5][CH2:4]1.[C:18]([O:22][C:23](=[O:34])[NH:24][C@H:25]1[CH2:30][CH2:29][C@H:28]([CH2:31][CH:32]=O)[CH2:27][CH2:26]1)([CH3:21])([CH3:20])[CH3:19].CCN(CC)CC.C([O-])(O)=O.[Na+]. Product: [C:18]([O:22][C:23](=[O:34])[NH:24][C@H:25]1[CH2:26][CH2:27][C@H:28]([CH2:31][CH2:32][N:6]2[CH2:5][CH2:4][N:3]([C:9]3[C:13]4[CH:14]=[N:15][CH:16]=[CH:17][C:12]=4[O:11][N:10]=3)[CH2:8][CH2:7]2)[CH2:29][CH2:30]1)([CH3:21])([CH3:20])[CH3:19]. The catalyst class is: 2.